Dataset: Catalyst prediction with 721,799 reactions and 888 catalyst types from USPTO. Task: Predict which catalyst facilitates the given reaction. (1) Reactant: C[O:2][C:3]([C:5]1[C:14]2[C:9](=[CH:10][C:11]([O:29][CH3:30])=[C:12]([O:15][CH2:16][CH2:17][CH2:18][C:19]3[CH:28]=[CH:27][C:26]4[C:21](=[CH:22][CH:23]=[CH:24][CH:25]=4)[N:20]=3)[CH:13]=2)[C:8](=[O:31])[N:7]([CH2:32][CH3:33])[CH:6]=1)=[O:4].[OH-].[Na+].Cl. Product: [CH2:32]([N:7]1[CH:6]=[C:5]([C:3]([OH:4])=[O:2])[C:14]2[C:9](=[CH:10][C:11]([O:29][CH3:30])=[C:12]([O:15][CH2:16][CH2:17][CH2:18][C:19]3[CH:28]=[CH:27][C:26]4[C:21](=[CH:22][CH:23]=[CH:24][CH:25]=4)[N:20]=3)[CH:13]=2)[C:8]1=[O:31])[CH3:33]. The catalyst class is: 24. (2) Reactant: Cl.Cl.C[CH:4]1[CH2:8][CH2:7][CH2:6][C:5]1([NH:12][CH2:13][CH2:14][C@H:15]([NH2:22])[C:16]1[CH:21]=[CH:20][CH:19]=[CH:18][CH:17]=1)[C:9]([OH:11])=[O:10].[O:23]=[C:24]1[NH:32][C:27]2=[N:28][CH:29]=[CH:30][CH:31]=[C:26]2[C@:25]21[CH2:46][C:35]1[CH:36]=[C:37]3[C:42](=[CH:43][C:34]=1[CH2:33]2)[N:41]=[CH:40][C:39]([CH:44]=O)=[CH:38]3.[CH3:47]CN(C(C)C)C(C)C.C(O[BH-](OC(=O)C)OC(=O)C)(=O)C.[Na+]. Product: [O:23]=[C:24]1[NH:32][C:27]2=[N:28][CH:29]=[CH:30][CH:31]=[C:26]2[C@:25]21[CH2:46][C:35]1[CH:36]=[C:37]3[C:42](=[CH:43][C:34]=1[CH2:33]2)[N:41]=[CH:40][C:39]([CH2:44][NH:22][C@H:15]([C:16]1[CH:17]=[CH:18][CH:19]=[CH:20][CH:21]=1)[CH2:14][CH2:13][NH:12][C:5]1([C:9]([O:11][CH3:47])=[O:10])[CH2:4][CH2:8][CH2:7][CH2:6]1)=[CH:38]3. The catalyst class is: 22. (3) The catalyst class is: 122. Product: [Cl:10][C:11]1[CH:16]=[CH:15][C:14]([N:1]2[C:9]3=[CH:8][N:7]=[CH:6][CH:5]=[C:4]3[CH:3]=[CH:2]2)=[CH:13][CH:12]=1. Reactant: [NH:1]1[C:9]2[C:4](=[CH:5][CH:6]=[N:7][CH:8]=2)[CH:3]=[CH:2]1.[Cl:10][C:11]1[CH:16]=[CH:15][C:14](I)=[CH:13][CH:12]=1.CN(C)CCN.[O-]P([O-])([O-])=O.[K+].[K+].[K+]. (4) Reactant: [Cl:1][C:2]1[CH:7]=[C:6]([Cl:8])[CH:5]=[CH:4][C:3]=1[C:9]1[C:17]2[C:13](=[C:14]([C:19]([C:21]3[N:22](COC)[N:23]=[CH:24][N:25]=3)=[O:20])[N:15]([CH3:18])[N:16]=2)[CH:12]=[CH:11][CH:10]=1.CO.Cl. Product: [Cl:1][C:2]1[CH:7]=[C:6]([Cl:8])[CH:5]=[CH:4][C:3]=1[C:9]1[C:17]2[C:13](=[C:14]([C:19]([C:21]3[NH:22][N:23]=[CH:24][N:25]=3)=[O:20])[N:15]([CH3:18])[N:16]=2)[CH:12]=[CH:11][CH:10]=1. The catalyst class is: 389. (5) Reactant: [CH3:1][C:2]1[CH:21]=[CH:20][C:5]([CH2:6][CH:7]2[CH2:12][CH2:11][N:10](C(OC(C)(C)C)=O)[CH2:9][CH2:8]2)=[CH:4][CH:3]=1. Product: [CH3:1][C:2]1[CH:3]=[CH:4][C:5]([CH2:6][CH:7]2[CH2:12][CH2:11][NH:10][CH2:9][CH2:8]2)=[CH:20][CH:21]=1. The catalyst class is: 393. (6) Reactant: Cl.[NH2:2][C:3]1([C:6]([O:8][CH2:9][CH3:10])=[O:7])[CH2:5][CH2:4]1.[C:11]([O:15][C:16]([N:18]([C:27]([O:29][C:30]([CH3:33])([CH3:32])[CH3:31])=[O:28])[C@@H:19]1[CH2:24][CH2:23][C:22](=O)[CH2:21][C@@H:20]1[NH2:26])=[O:17])([CH3:14])([CH3:13])[CH3:12].C(O[BH-](OC(=O)C)OC(=O)C)(=O)C.[Na+].C(=O)([O-])O.[Na+]. Product: [C:30]([O:29][C:27]([N:18]([C:16]([O:15][C:11]([CH3:14])([CH3:13])[CH3:12])=[O:17])[C@@H:19]1[CH2:24][CH2:23][CH:22]([NH:2][C:3]2([C:6]([O:8][CH2:9][CH3:10])=[O:7])[CH2:5][CH2:4]2)[CH2:21][C@@H:20]1[NH2:26])=[O:28])([CH3:33])([CH3:32])[CH3:31]. The catalyst class is: 4.